The task is: Predict the product of the given reaction.. This data is from Forward reaction prediction with 1.9M reactions from USPTO patents (1976-2016). (1) Given the reactants [Br:1][C:2]1[CH:10]=[C:9]2[C:5]([CH:6]=[N:7][NH:8]2)=[C:4]([N+:11]([O-:13])=[O:12])[CH:3]=1.C(O)(C(F)(F)F)=O.C(Cl)Cl.C(=O)(O)[O-].[Na+].[O:29]1[CH:34]=[CH:33][CH2:32][CH2:31][CH2:30]1, predict the reaction product. The product is: [Br:1][C:2]1[CH:3]=[C:4]([N+:11]([O-:13])=[O:12])[C:5]2[C:9]([CH:10]=1)=[N:8][N:7]([CH:30]1[CH2:31][CH2:32][CH2:33][CH2:34][O:29]1)[CH:6]=2. (2) Given the reactants O[CH:2]1[CH2:7][CH2:6][CH:5]([CH:8]2[CH2:13][CH2:12][CH:11](O)[CH2:10][CH2:9]2)[CH2:4][CH2:3]1, predict the reaction product. The product is: [CH2:12]1[CH:11]=[CH:10][CH2:9][CH:8]([CH:5]2[CH2:4][CH:3]=[CH:2][CH2:7][CH2:6]2)[CH2:13]1.